From a dataset of Full USPTO retrosynthesis dataset with 1.9M reactions from patents (1976-2016). Predict the reactants needed to synthesize the given product. (1) Given the product [C:1]([O:5][C:6](=[O:39])[NH:7][C:8]1([C:12]2[CH:17]=[CH:16][C:15]([C:18]3[C:19]([C:33]4[CH:34]=[CH:35][CH:36]=[CH:37][CH:38]=4)=[CH:20][C:21]4[N:26]([CH2:27][CH2:48][CH2:49][CH2:50][C:43]#[N:42])[C:25](=[O:31])[CH2:24][O:23][C:22]=4[N:32]=3)=[CH:14][CH:13]=2)[CH2:11][CH2:10][CH2:9]1)([CH3:4])([CH3:3])[CH3:2], predict the reactants needed to synthesize it. The reactants are: [C:1]([O:5][C:6](=[O:39])[NH:7][C:8]1([C:12]2[CH:17]=[CH:16][C:15]([C:18]3[C:19]([C:33]4[CH:38]=[CH:37][CH:36]=[CH:35][CH:34]=4)=[CH:20][C:21]4[N:26]([CH2:27]CC#N)[C:25](=[O:31])[CH2:24][O:23][C:22]=4[N:32]=3)=[CH:14][CH:13]=2)[CH2:11][CH2:10][CH2:9]1)([CH3:4])([CH3:3])[CH3:2].O=C1COC2N=[C:48](C3C=CC(C4(NC(=O)OC(C)(C)C)CCC4)=CC=3)[C:49](C3C=CC=CC=3)=[CH:50][C:43]=2[NH:42]1.BrCCCCC#N. (2) Given the product [CH3:13][C:2]1([CH3:1])[O:12][C@H:5]2[CH2:6][O:7][CH:8]([OH:11])[C@H:4]2[O:3]1, predict the reactants needed to synthesize it. The reactants are: [CH3:1][C:2]1([CH3:13])[O:12][C@H:5]2[CH2:6][O:7][CH:8]([OH:11])[C@H](O)[C@H:4]2[O:3]1.I([O-])(=O)(=O)=O.[Na+].C(=O)([O-])[O-].[Na+].[Na+]. (3) The reactants are: [CH2:1]([NH:8][C:9]([C:11]1[S:15][C:14]([C:16]2[CH:21]=[N:20][CH:19]=[C:18](I)[N:17]=2)=[N:13][C:12]=1[CH3:23])=[O:10])[C:2]1[CH:7]=[CH:6][CH:5]=[CH:4][CH:3]=1.C([O-])([O-])=O.[Na+].[Na+].[C:30]1([CH2:36]/[CH:37]=[CH:38]/B(O)O)[CH:35]=[CH:34][CH:33]=[CH:32][CH:31]=1.O. Given the product [CH2:1]([NH:8][C:9]([C:11]1[S:15][C:14]([C:16]2[CH:21]=[N:20][CH:19]=[C:18](/[CH:38]=[CH:37]/[CH2:36][C:30]3[CH:35]=[CH:34][CH:33]=[CH:32][CH:31]=3)[N:17]=2)=[N:13][C:12]=1[CH3:23])=[O:10])[C:2]1[CH:7]=[CH:6][CH:5]=[CH:4][CH:3]=1, predict the reactants needed to synthesize it. (4) Given the product [Cl:1][C:2]1[CH:3]=[C:4]([CH2:5][OH:6])[CH:7]=[CH:8][C:9]=1[O:10][CH2:11][CH2:12][CH2:13][F:14], predict the reactants needed to synthesize it. The reactants are: [Cl:1][C:2]1[CH:3]=[C:4]([CH:7]=[CH:8][C:9]=1[O:10][CH2:11][CH2:12][CH2:13][F:14])[CH:5]=[O:6].[BH4-].[Na+].O. (5) The reactants are: [Br:1][C:2]1[CH:7]=[CH:6][C:5]([CH2:8][CH2:9][CH:10]([CH3:12])[OH:11])=[CH:4][CH:3]=1.[Si:13](Cl)([C:16]([CH3:19])([CH3:18])[CH3:17])([CH3:15])[CH3:14]. Given the product [Si:13]([O:11][CH:10]([CH3:12])[CH2:9][CH2:8][C:5]1[CH:4]=[CH:3][C:2]([Br:1])=[CH:7][CH:6]=1)([C:16]([CH3:19])([CH3:18])[CH3:17])([CH3:15])[CH3:14], predict the reactants needed to synthesize it. (6) Given the product [Cl:1][C:2]1[CH:3]=[C:4]([C:9]2([CH2:32][NH:33][C:41](=[O:43])[CH3:42])[CH2:14][CH2:13][CH2:12][N:11]3[C:15]([C:18]4[CH:23]=[CH:22][C:21]([C:24]5[O:28][C:27]([CH3:29])=[N:26][CH:25]=5)=[C:20]([O:30][CH3:31])[CH:19]=4)=[N:16][N:17]=[C:10]23)[CH:5]=[CH:6][C:7]=1[Cl:8], predict the reactants needed to synthesize it. The reactants are: [Cl:1][C:2]1[CH:3]=[C:4]([C:9]2([CH2:32][NH2:33])[CH2:14][CH2:13][CH2:12][N:11]3[C:15]([C:18]4[CH:23]=[CH:22][C:21]([C:24]5[O:28][C:27]([CH3:29])=[N:26][CH:25]=5)=[C:20]([O:30][CH3:31])[CH:19]=4)=[N:16][N:17]=[C:10]23)[CH:5]=[CH:6][C:7]=1[Cl:8].C(N(CC)CC)C.[C:41](OC(=O)C)(=[O:43])[CH3:42].O.